Predict the reactants needed to synthesize the given product. From a dataset of Full USPTO retrosynthesis dataset with 1.9M reactions from patents (1976-2016). (1) Given the product [CH2:25]([N:22]([CH2:23][CH3:24])[C:21](=[O:27])[C:18]1[CH:17]=[CH:16][C:15]([C:14]([Br:28])=[C:11]2[CH2:12][CH2:13][N:8]([CH2:6][C:37]3[CH:42]=[CH:41][CH:40]=[CH:39][CH:38]=3)[CH2:9][CH2:10]2)=[CH:20][CH:19]=1)[CH3:26], predict the reactants needed to synthesize it. The reactants are: C(O[C:6]([N:8]1[CH2:13][CH2:12][C:11](=[C:14]([Br:28])[C:15]2[CH:20]=[CH:19][C:18]([C:21](=[O:27])[N:22]([CH2:25][CH3:26])[CH2:23][CH3:24])=[CH:17][CH:16]=2)[CH2:10][CH2:9]1)=O)(C)(C)C.C(O)(C(F)(F)F)=O.C(Br)[C:37]1[CH:42]=[CH:41][CH:40]=[CH:39][CH:38]=1.C(N(CC)CC)C. (2) Given the product [F:15][C:16]1[CH:22]=[CH:21][C:19]([NH:20][CH:2]2[CH2:7][CH2:6][N:5]([C:8]([O:10][C:11]([CH3:14])([CH3:13])[CH3:12])=[O:9])[CH2:4][CH2:3]2)=[CH:18][CH:17]=1, predict the reactants needed to synthesize it. The reactants are: O=[C:2]1[CH2:7][CH2:6][N:5]([C:8]([O:10][C:11]([CH3:14])([CH3:13])[CH3:12])=[O:9])[CH2:4][CH2:3]1.[F:15][C:16]1[CH:22]=[CH:21][C:19]([NH2:20])=[CH:18][CH:17]=1.C(O)(=O)C.C(O[BH-](OC(=O)C)OC(=O)C)(=O)C.[Na+]. (3) Given the product [CH3:3][O:4][CH2:5][CH2:6][O:7][C:8]1[CH:17]=[CH:16][C:11]([C:12]([OH:14])=[O:13])=[CH:10][CH:9]=1, predict the reactants needed to synthesize it. The reactants are: [OH-].[K+].[CH3:3][O:4][CH2:5][CH2:6][O:7][C:8]1[CH:17]=[CH:16][C:11]([C:12]([O:14]C)=[O:13])=[CH:10][CH:9]=1.O.Cl. (4) Given the product [I:1][C:2]1[CH:9]=[CH:8][C:5]([CH2:6][NH:10][C:11]2[CH:16]=[CH:15][CH:14]=[CH:13][N:12]=2)=[CH:4][CH:3]=1, predict the reactants needed to synthesize it. The reactants are: [I:1][C:2]1[CH:9]=[CH:8][C:5]([CH:6]=O)=[CH:4][CH:3]=1.[NH2:10][C:11]1[CH:16]=[CH:15][CH:14]=[CH:13][N:12]=1.C(O[BH-](OC(=O)C)OC(=O)C)(=O)C.[Na+].O.